Dataset: Forward reaction prediction with 1.9M reactions from USPTO patents (1976-2016). Task: Predict the product of the given reaction. (1) Given the reactants [F:1][C:2]1[CH:7]=[CH:6][CH:5]=[CH:4][C:3]=1[C:8](=[O:10])[CH3:9].C(=O)([O-])[O-].[K+].[K+].[C:17]([CH2:19][C:20]([O:22][CH2:23][CH3:24])=[O:21])#[N:18].O, predict the reaction product. The product is: [C:17]([CH:19]([CH2:9][C:8]([C:3]1[CH:4]=[CH:5][CH:6]=[CH:7][C:2]=1[F:1])=[O:10])[C:20]([O:22][CH2:23][CH3:24])=[O:21])#[N:18]. (2) The product is: [NH2:30][CH2:29][C:25]1[CH:24]=[C:23]([C:19]2[CH:20]=[CH:21][CH:22]=[C:17]([CH2:16][O:15][C:5]3[C:4]([Br:3])=[CH:9][CH:8]=[CH:7][C:6]=3[CH2:10][C:11]([OH:13])=[O:12])[CH:18]=2)[CH:28]=[CH:27][CH:26]=1. Given the reactants [OH-].[Na+].[Br:3][C:4]1[C:5]([O:15][CH2:16][C:17]2[CH:18]=[C:19]([C:23]3[CH:28]=[CH:27][CH:26]=[C:25]([CH2:29][NH:30]C(OC(C)(C)C)=O)[CH:24]=3)[CH:20]=[CH:21][CH:22]=2)=[C:6]([CH2:10][C:11]([O:13]C)=[O:12])[CH:7]=[CH:8][CH:9]=1.Cl, predict the reaction product. (3) The product is: [F:1][C:2]1[C:7]([F:8])=[CH:6][CH:5]=[CH:4][C:3]=1[C:9]1[N:17]=[C:12]2[CH:13]=[N:14][N:15]([CH2:19][C:20]3[O:24][N:23]=[C:22]([C:25]4[CH:30]=[CH:29][C:28]([F:31])=[CH:27][C:26]=4[O:32][C:33]([F:36])([F:34])[F:35])[CH:21]=3)[CH:16]=[C:11]2[N:10]=1. Given the reactants [F:1][C:2]1[C:7]([F:8])=[CH:6][CH:5]=[CH:4][C:3]=1[C:9]1[N:17]=[C:12]2[CH:13]=[N:14][NH:15][CH:16]=[C:11]2[N:10]=1.Cl[CH2:19][C:20]1[O:24][N:23]=[C:22]([C:25]2[CH:30]=[CH:29][C:28]([F:31])=[CH:27][C:26]=2[O:32][C:33]([F:36])([F:35])[F:34])[CH:21]=1, predict the reaction product. (4) Given the reactants C([N-]C(C)C)(C)C.[Li+].N1([C:18]([C:20]2[C:21]([NH:28][CH:29]3[CH2:33][CH2:32][CH2:31][CH2:30]3)=[N:22][C:23]([S:26][CH3:27])=[N:24][CH:25]=2)=[O:19])C2C=CC=CC=2N=N1.Cl.[CH3:35][CH2:36][O:37][C:38]([CH3:40])=[O:39], predict the reaction product. The product is: [CH2:36]([O:37][C:38](=[O:39])[CH2:40][C:18]([C:20]1[C:21]([NH:28][CH:29]2[CH2:30][CH2:31][CH2:32][CH2:33]2)=[N:22][C:23]([S:26][CH3:27])=[N:24][CH:25]=1)=[O:19])[CH3:35]. (5) Given the reactants Br[CH2:2][CH2:3][CH2:4][O:5][C:6]1[CH:11]=[CH:10][C:9]([Cl:12])=[CH:8][C:7]=1[N+:13]([O-:15])=[O:14].[C:16]([O-:19])([O-])=O.[K+].[K+].[Cl:22][C:23]1[CH:35]=[CH:34][C:26]([O:27][CH:28]2[CH2:33][CH2:32][NH:31][CH2:30][CH2:29]2)=[CH:25][CH:24]=1, predict the reaction product. The product is: [Cl:12][C:9]1[C:10]([O:19][CH3:16])=[CH:11][C:6]([O:5][CH2:4][CH2:3][CH2:2][N:31]2[CH2:30][CH2:29][CH:28]([O:27][C:26]3[CH:34]=[CH:35][C:23]([Cl:22])=[CH:24][CH:25]=3)[CH2:33][CH2:32]2)=[C:7]([N+:13]([O-:15])=[O:14])[CH:8]=1.